Dataset: Forward reaction prediction with 1.9M reactions from USPTO patents (1976-2016). Task: Predict the product of the given reaction. (1) Given the reactants [CH3:1][O:2][CH2:3][CH2:4][N:5]1[C:13]2[CH:12]=[CH:11][CH:10]=[C:9]([C:14](O)=[O:15])[C:8]=2[C:7]([C:17](=[O:22])[C:18]([F:21])([F:20])[F:19])=[CH:6]1.[CH3:23][NH:24][CH3:25], predict the reaction product. The product is: [CH3:23][N:24]([CH3:25])[C:14]([C:9]1[C:8]2[C:7]([C:17](=[O:22])[C:18]([F:21])([F:20])[F:19])=[CH:6][N:5]([CH2:4][CH2:3][O:2][CH3:1])[C:13]=2[CH:12]=[CH:11][CH:10]=1)=[O:15]. (2) The product is: [CH3:30][C@H:29]1[C@@H:21]2[C:12]3([CH2:11][C:10]4[CH:9]=[C:8]([C:40]5[NH:39][N:38]=[CH:42][CH:41]=5)[N:25]=[CH:24][C:23]=4[N:22]2[CH2:26][C@@H:27]([CH3:31])[O:28]1)[C:17](=[O:18])[NH:16][C:15](=[O:19])[NH:14][C:13]3=[O:20]. Given the reactants O1CCOCC1.Br[C:8]1[N:25]=[CH:24][C:23]2[N:22]3[CH2:26][C@@H:27]([CH3:31])[O:28][C@@H:29]([CH3:30])[C@@H:21]3[C:12]3([C:17](=[O:18])[NH:16][C:15](=[O:19])[NH:14][C:13]3=[O:20])[CH2:11][C:10]=2[CH:9]=1.O1CCCCC1[N:38]1[C:42](B(O)O)=[CH:41][CH:40]=[N:39]1.C(=O)([O-])[O-].[Cs+].[Cs+], predict the reaction product. (3) Given the reactants [NH:1]1[C:9]2[C:4](=[CH:5][C:6]([C:10]#[N:11])=[CH:7][CH:8]=2)[CH2:3][CH2:2]1.CN(C)C1C=CC=CC=1.Cl[CH:22]([CH3:26])[C:23](Cl)=[O:24].C(Cl)[Cl:28], predict the reaction product. The product is: [Cl:28][CH2:26][CH2:22][C:23]([N:1]1[C:9]2[C:4](=[CH:5][C:6]([C:10]#[N:11])=[CH:7][CH:8]=2)[CH2:3][CH2:2]1)=[O:24].